From a dataset of Full USPTO retrosynthesis dataset with 1.9M reactions from patents (1976-2016). Predict the reactants needed to synthesize the given product. Given the product [CH3:35][C:36]1([CH3:48])[O:40][C@H:39]([CH2:41][N:42]2[CH:46]=[CH:45][C:44]([NH:47][C:5](=[O:7])[C@@H:4]([N:8]3[CH2:12][C:11]([O:13][C:14]4[C:23]5[CH2:22][CH2:21][CH2:20][CH2:19][C:18]=5[CH:17]=[CH:16][CH:15]=4)=[CH:10][C:9]3=[O:24])[CH2:3][CH:2]([CH3:25])[CH3:1])=[N:43]2)[CH2:38][O:37]1, predict the reactants needed to synthesize it. The reactants are: [CH3:1][CH:2]([CH3:25])[CH2:3][C@H:4]([N:8]1[CH2:12][C:11]([O:13][C:14]2[C:23]3[CH2:22][CH2:21][CH2:20][CH2:19][C:18]=3[CH:17]=[CH:16][CH:15]=2)=[CH:10][C:9]1=[O:24])[C:5]([OH:7])=O.C(N(CC)C(C)C)(C)C.[CH3:35][C:36]1([CH3:48])[O:40][C@H:39]([CH2:41][N:42]2[CH:46]=[CH:45][C:44]([NH2:47])=[N:43]2)[CH2:38][O:37]1.F[P-](F)(F)(F)(F)F.N1(O[P+](N(C)C)(N(C)C)N(C)C)C2C=CC=CC=2N=N1.